From a dataset of Aqueous solubility values for 9,982 compounds from the AqSolDB database. Regression/Classification. Given a drug SMILES string, predict its absorption, distribution, metabolism, or excretion properties. Task type varies by dataset: regression for continuous measurements (e.g., permeability, clearance, half-life) or binary classification for categorical outcomes (e.g., BBB penetration, CYP inhibition). For this dataset (solubility_aqsoldb), we predict Y. (1) The drug is CC(O)CN. The Y is 1.12 log mol/L. (2) The drug is O=C1NC2C=CC1C2. The Y is 0.936 log mol/L. (3) The compound is Clc1cc(-c2c(Cl)c(Cl)c(Cl)c(Cl)c2Cl)cc(Cl)c1Cl. The Y is -9.70 log mol/L. (4) The molecule is [O-]c1ccc2ccc[nH+]c2c1. The Y is -2.50 log mol/L. (5) The molecule is CCNP(=S)(OC)OC(C)=CC(=O)OC(C)C. The Y is -3.41 log mol/L. (6) The molecule is OC(c1ccc(Cl)cc1)(c1ccc(Cl)cc1)C(Cl)(Cl)Cl. The Y is -5.67 log mol/L.